This data is from Reaction yield outcomes from USPTO patents with 853,638 reactions. The task is: Predict the reaction yield, written as a fraction of the theoretical maximum amount of product (1.0 means a 100% yield; for example, 0.34 means a 34% yield). (1) The reactants are [CH2:1]([O:8][CH2:9][CH2:10][O:11][C:12]1[CH:18]=[CH:17][C:15]([NH2:16])=[CH:14][C:13]=1[C:19]([F:22])([F:21])[F:20])[C:2]1[CH:7]=[CH:6][CH:5]=[CH:4][CH:3]=1.[Br:23][C:24]1[CH:29]=[CH:28][C:27]([CH2:30][C:31](O)=[O:32])=[C:26]([F:34])[CH:25]=1.C1C=CC2N(O)N=NC=2C=1.C(Cl)CCl.CCN(CC)CC. The catalyst is C(Cl)Cl. The product is [CH2:1]([O:8][CH2:9][CH2:10][O:11][C:12]1[CH:18]=[CH:17][C:15]([NH:16][C:31](=[O:32])[CH2:30][C:27]2[CH:28]=[CH:29][C:24]([Br:23])=[CH:25][C:26]=2[F:34])=[CH:14][C:13]=1[C:19]([F:20])([F:21])[F:22])[C:2]1[CH:3]=[CH:4][CH:5]=[CH:6][CH:7]=1. The yield is 0.890. (2) The reactants are [NH2:1][C@H:2]1[CH2:7][CH2:6][C@H:5]([C@H:8]([NH:10][C:11](=[O:17])[O:12][C:13]([CH3:16])([CH3:15])[CH3:14])[CH3:9])[CH2:4][CH2:3]1.[C:18](O)(=[O:22])[C@@H:19]([CH3:21])[OH:20].C(N(C(C)C)CC)(C)C.CN(C(ON1N=NC2C=CC=CC1=2)=[N+](C)C)C.[B-](F)(F)(F)F. The catalyst is CN(C=O)C. The product is [OH:20][C@H:19]([CH3:21])[C:18]([NH:1][C@H:2]1[CH2:7][CH2:6][C@H:5]([C@H:8]([NH:10][C:11](=[O:17])[O:12][C:13]([CH3:16])([CH3:15])[CH3:14])[CH3:9])[CH2:4][CH2:3]1)=[O:22]. The yield is 0.410. (3) The reactants are [CH3:1][C:2]1[N:3]=[CH:4][N:5](C(=O)C)[CH:6]=1.[CH3:10][Si:11]([CH2:14][CH2:15][O:16][CH2:17]Cl)([CH3:13])[CH3:12]. The catalyst is C(#N)C. The product is [CH3:1][C:2]1[N:3]([CH2:17][O:16][CH2:15][CH2:14][Si:11]([CH3:13])([CH3:12])[CH3:10])[CH:4]=[N:5][CH:6]=1. The yield is 0.610. (4) The reactants are [CH3:1][O:2][C:3]([C@H:5]1[CH2:8][C@H:7]([O:9]CC2C=CC=CC=2)[CH2:6]1)=[O:4]. The catalyst is CO.[Pd]. The product is [CH3:1][O:2][C:3]([C@H:5]1[CH2:8][C@H:7]([OH:9])[CH2:6]1)=[O:4]. The yield is 0.945. (5) The product is [Cl:20][C:21]1[S:25][C:24]([S:26]([N:1]([S:26]([C:24]2[S:25][C:21]([Cl:20])=[CH:22][CH:23]=2)(=[O:28])=[O:27])[C:2]2[C:10]3[C:5](=[CH:6][CH:7]=[CH:8][C:9]=3[C:11]#[N:12])[N:4]([C:13]([O:15][C:16]([CH3:19])([CH3:18])[CH3:17])=[O:14])[N:3]=2)(=[O:28])=[O:27])=[CH:23][CH:22]=1. The catalyst is ClCCl.N1C=CC=CC=1. The reactants are [NH2:1][C:2]1[C:10]2[C:5](=[CH:6][CH:7]=[CH:8][C:9]=2[C:11]#[N:12])[N:4]([C:13]([O:15][C:16]([CH3:19])([CH3:18])[CH3:17])=[O:14])[N:3]=1.[Cl:20][C:21]1[S:25][C:24]([S:26](Cl)(=[O:28])=[O:27])=[CH:23][CH:22]=1. The yield is 0.560. (6) The reactants are [C:1]([C:3]1[CH:7]=[C:6]([CH:8]=[O:9])[S:5][CH:4]=1)#[N:2].O1C[CH2:13][CH2:12][CH2:11]1.C([Mg]Cl)(C)C.C(OCC)(=O)C. The catalyst is CCOCC. The product is [C:1]([C:3]1[CH:7]=[C:6]([CH:8]([OH:9])[CH:12]([CH3:13])[CH3:11])[S:5][CH:4]=1)#[N:2]. The yield is 0.470.